Dataset: Full USPTO retrosynthesis dataset with 1.9M reactions from patents (1976-2016). Task: Predict the reactants needed to synthesize the given product. (1) Given the product [F:18][C:19]1[CH:24]=[CH:23][C:22]([C:2]2[CH:3]=[CH:4][C:5]([N:8]3[CH2:17][CH2:16][C:11]4([CH2:14][CH:13]([OH:15])[CH2:12]4)[CH2:10][CH2:9]3)=[N:6][CH:7]=2)=[CH:21][CH:20]=1, predict the reactants needed to synthesize it. The reactants are: Br[C:2]1[CH:3]=[CH:4][C:5]([N:8]2[CH2:17][CH2:16][C:11]3([CH2:14][CH:13]([OH:15])[CH2:12]3)[CH2:10][CH2:9]2)=[N:6][CH:7]=1.[F:18][C:19]1[CH:24]=[CH:23][C:22](B(O)O)=[CH:21][CH:20]=1.C(=O)([O-])[O-].[Cs+].[Cs+].O1CCCC1. (2) Given the product [NH2:8][C:9]1[N:35]=[C:34]([CH2:36][O:37][CH3:38])[CH:33]=[CH:32][C:10]=1[C:11]([NH:13][CH2:14][C:15]1[O:16][C:17]2[CH:23]=[C:22]([OH:24])[CH:21]=[CH:20][C:18]=2[CH:19]=1)=[O:12], predict the reactants needed to synthesize it. The reactants are: FC(F)(F)C(O)=O.[NH2:8][C:9]1[N:35]=[C:34]([CH2:36][O:37][CH3:38])[CH:33]=[CH:32][C:10]=1[C:11]([NH:13][CH2:14][C:15]1[O:16][C:17]2[CH:23]=[C:22]([O:24]CC3C=CC=CC=3)[CH:21]=[CH:20][C:18]=2[CH:19]=1)=[O:12].C1(SC)C=CC=CC=1.C(=O)(O)[O-].[Na+]. (3) Given the product [ClH:23].[N+:1]([C:4]1[CH:22]=[CH:21][C:7]([O:8][C@H:9]2[CH2:13][CH2:12][NH:11][CH2:10]2)=[CH:6][CH:5]=1)([O-:3])=[O:2], predict the reactants needed to synthesize it. The reactants are: [N+:1]([C:4]1[CH:22]=[CH:21][C:7]([O:8][C@H:9]2[CH2:13][CH2:12][N:11](C(OC(C)(C)C)=O)[CH2:10]2)=[CH:6][CH:5]=1)([O-:3])=[O:2].[ClH:23].CC(=O)OCC. (4) Given the product [Br:1][C:2]1[CH:13]=[C:12]([CH2:14][CH2:15][CH3:16])[C:5]2[O:6][CH:7]([CH3:11])[C:8](=[O:10])[NH:9][C:4]=2[CH:3]=1, predict the reactants needed to synthesize it. The reactants are: [Br:1][C:2]1[CH:13]=[C:12]([C:14](=O)[CH2:15][CH3:16])[C:5]2[O:6][CH:7]([CH3:11])[C:8](=[O:10])[NH:9][C:4]=2[CH:3]=1.C([SiH](CC)CC)C. (5) Given the product [CH:1]1([CH2:4][CH2:5][O:6][C:8]2[N:9]=[C:10]([OH:24])[C:11]3[CH:17]=[CH:16][N:15]=[C:14]([C:18]4[N:19]=[CH:20][N:21]([CH3:23])[CH:22]=4)[C:12]=3[N:13]=2)[CH2:3][CH2:2]1, predict the reactants needed to synthesize it. The reactants are: [CH:1]1([CH2:4][CH2:5][OH:6])[CH2:3][CH2:2]1.Cl[C:8]1[N:9]=[C:10]([OH:24])[C:11]2[CH:17]=[CH:16][N:15]=[C:14]([C:18]3[N:19]=[CH:20][N:21]([CH3:23])[CH:22]=3)[C:12]=2[N:13]=1.